Dataset: Peptide-MHC class II binding affinity with 134,281 pairs from IEDB. Task: Regression. Given a peptide amino acid sequence and an MHC pseudo amino acid sequence, predict their binding affinity value. This is MHC class II binding data. (1) The peptide sequence is LMIMKSNQKNMFLKV. The MHC is DRB1_1501 with pseudo-sequence DRB1_1501. The binding affinity (normalized) is 1.00. (2) The peptide sequence is FGQNTSAIAAAEAQY. The MHC is HLA-DPA10201-DPB10101 with pseudo-sequence HLA-DPA10201-DPB10101. The binding affinity (normalized) is 0.297. (3) The peptide sequence is NAGFKAAVAAAAVVP. The MHC is DRB1_1101 with pseudo-sequence DRB1_1101. The binding affinity (normalized) is 0.516. (4) The peptide sequence is KTGQALVVGIYDEPM. The MHC is HLA-DPA10103-DPB10301 with pseudo-sequence HLA-DPA10103-DPB10301. The binding affinity (normalized) is 0.0936.